Dataset: Peptide-MHC class I binding affinity with 185,985 pairs from IEDB/IMGT. Task: Regression. Given a peptide amino acid sequence and an MHC pseudo amino acid sequence, predict their binding affinity value. This is MHC class I binding data. (1) The peptide sequence is KSDGTGTIY. The MHC is HLA-B07:02 with pseudo-sequence HLA-B07:02. The binding affinity (normalized) is 0.0847. (2) The peptide sequence is MPYAAHDPI. The MHC is HLA-A32:15 with pseudo-sequence HLA-A32:15. The binding affinity (normalized) is 0.546. (3) The binding affinity (normalized) is 0.0847. The peptide sequence is SQLPPACPV. The MHC is HLA-A02:16 with pseudo-sequence HLA-A02:16. (4) The peptide sequence is KLVVLGINAV. The MHC is HLA-A02:03 with pseudo-sequence HLA-A02:03. The binding affinity (normalized) is 0.733. (5) The peptide sequence is KTEAILQLG. The MHC is H-2-Db with pseudo-sequence H-2-Db. The binding affinity (normalized) is 0.0152. (6) The peptide sequence is CSDETTLYY. The MHC is HLA-C08:02 with pseudo-sequence HLA-C08:02. The binding affinity (normalized) is 0.686. (7) The peptide sequence is MEEALRGLPI. The MHC is HLA-B44:03 with pseudo-sequence HLA-B44:03. The binding affinity (normalized) is 0.351.